From a dataset of Full USPTO retrosynthesis dataset with 1.9M reactions from patents (1976-2016). Predict the reactants needed to synthesize the given product. Given the product [NH2:1][C:2]1[NH:6][CH:5]=[N:4][C:3]=1[C:11]([NH2:13])=[O:12], predict the reactants needed to synthesize it. The reactants are: [NH2:1][C:2]1[N:6](C(NC)=O)[CH:5]=[N:4][C:3]=1[C:11]([NH2:13])=[O:12].CCN(CC)CC.